This data is from Reaction yield outcomes from USPTO patents with 853,638 reactions. The task is: Predict the reaction yield, written as a fraction of the theoretical maximum amount of product (1.0 means a 100% yield; for example, 0.34 means a 34% yield). (1) The reactants are [H-].[Na+].[CH2:3]([O:10][C:11]1[CH:12]=[C:13]2[C:18](=[CH:19][CH:20]=1)[C:17]([O:21][C:22]1[CH:27]=[CH:26][C:25]([OH:28])=[CH:24][CH:23]=1)=[C:16]([C:29]1[CH:34]=[CH:33][C:32]([F:35])=[CH:31][CH:30]=1)[CH:15]=[CH:14]2)[C:4]1[CH:9]=[CH:8][CH:7]=[CH:6][CH:5]=1.Cl.[N:37](=[CH:45][CH2:46]Cl)[CH2:38][CH2:39][CH2:40][CH2:41][CH2:42][CH2:43]Cl.O. The catalyst is CN(C=O)C.C(OCC)C. The product is [CH2:3]([O:10][C:11]1[CH:12]=[C:13]2[C:18](=[CH:19][CH:20]=1)[C:17]([O:21][C:22]1[CH:27]=[CH:26][C:25]([O:28][CH2:46][CH2:45][N:37]3[CH2:43][CH2:42][CH2:41][CH2:40][CH2:39][CH2:38]3)=[CH:24][CH:23]=1)=[C:16]([C:29]1[CH:30]=[CH:31][C:32]([F:35])=[CH:33][CH:34]=1)[CH:15]=[CH:14]2)[C:4]1[CH:5]=[CH:6][CH:7]=[CH:8][CH:9]=1. The yield is 0.660. (2) The reactants are [NH2:1][C:2]1[CH:3]=[C:4]([N:8]2[S:12](=[O:14])(=[O:13])[NH:11][C:10](=[O:15])[CH2:9]2)[CH:5]=[CH:6][CH:7]=1.C([O-])(O)=O.[Na+].Br[CH2:22][C:23]([C:25]1[CH:30]=[CH:29][C:28]([Cl:31])=[CH:27][C:26]=1[Cl:32])=[O:24]. The catalyst is C(#N)C.O. The product is [Cl:32][C:26]1[CH:27]=[C:28]([Cl:31])[CH:29]=[CH:30][C:25]=1[C:23](=[O:24])[CH2:22][NH:1][C:2]1[CH:3]=[C:4]([N:8]2[S:12](=[O:14])(=[O:13])[NH:11][C:10](=[O:15])[CH2:9]2)[CH:5]=[CH:6][CH:7]=1. The yield is 0.700. (3) The reactants are [CH:1]1([C:4]([NH:6][C:7]2[S:8][C:9]3[CH:15]=[C:14]([O:16][S:17]([C:20]4[CH:25]=[CH:24][C:23](F)=[CH:22][CH:21]=4)(=[O:19])=[O:18])[CH:13]=[CH:12][C:10]=3[N:11]=2)=[O:5])[CH2:3][CH2:2]1.[CH3:27][C:28]1([CH3:38])[N:33]([O])[C:32]([CH3:36])([CH3:35])[CH2:31][CH:30]([NH2:37])[CH2:29]1.C(=O)([O-])[O-:40].[Cs+].[Cs+]. The catalyst is CS(C)=O.O. The product is [CH:1]1([C:4]([NH:6][C:7]2[S:8][C:9]3[CH:15]=[C:14]([O:16][S:17]([C:20]4[CH:25]=[CH:24][C:23]([NH:37][CH:30]5[CH2:29][C:28]([CH3:38])([CH3:27])[N:33]([OH:40])[C:32]([CH3:36])([CH3:35])[CH2:31]5)=[CH:22][CH:21]=4)(=[O:19])=[O:18])[CH:13]=[CH:12][C:10]=3[N:11]=2)=[O:5])[CH2:3][CH2:2]1. The yield is 0.140.